From a dataset of Tyrosyl-DNA phosphodiesterase HTS with 341,365 compounds. Binary Classification. Given a drug SMILES string, predict its activity (active/inactive) in a high-throughput screening assay against a specified biological target. (1) The molecule is S(=O)(=O)(Nc1c(OC)ccc(OC)c1)c1sccc1. The result is 0 (inactive). (2) The molecule is S(=O)(=O)(NCCCCCC(=O)NCC=C)c1ccc(OC)cc1. The result is 0 (inactive). (3) The compound is Clc1cc2[nH]c(nc(=O)c2cc1)CSc1sc(NCCCN2CCOCC2)nn1. The result is 0 (inactive). (4) The compound is O(C(=O)Cn1c(n(CCN2CCCCC2)c2c1cccc2)=N)C. The result is 0 (inactive). (5) The compound is Brc1cc(CNCCc2ccc(S(=O)(=O)N)cc2)c(OCc2ccccc2)cc1. The result is 0 (inactive). (6) The molecule is O=C(Nc1cc(OC)cc(OC)c1)C12CC3(n4nc(nc4)[N+]([O-])=O)CC(C1)CC(C3)C2. The result is 0 (inactive).